Dataset: Catalyst prediction with 721,799 reactions and 888 catalyst types from USPTO. Task: Predict which catalyst facilitates the given reaction. (1) Product: [CH3:6][O:7][C:8]1[CH:9]=[C:10]2[C:15](=[CH:16][C:17]=1[O:18][CH2:37][C@H:39]([OH:41])[CH2:40][OH:4])[N:14]=[CH:13][CH:12]=[C:11]2[O:19][C:20]1[C:21]([CH3:30])=[N:22][C:23]2[C:28]([CH:29]=1)=[CH:27][CH:26]=[CH:25][CH:24]=2. Reactant: CN(C)C=[O:4].[CH3:6][O:7][C:8]1[CH:9]=[C:10]2[C:15](=[CH:16][C:17]=1[OH:18])[N:14]=[CH:13][CH:12]=[C:11]2[O:19][C:20]1[C:21]([CH3:30])=[N:22][C:23]2[C:28]([CH:29]=1)=[CH:27][CH:26]=[CH:25][CH:24]=2.C(=O)([O-])[O-].[K+].[K+].[CH2:37]([C@@H:39]1[O:41][CH2:40]1)Cl. The catalyst class is: 6. (2) Reactant: C(Cl)(=O)C(Cl)=O.[O:7]=[C:8]1[CH2:13][CH2:12][CH:11]([C:14]([OH:16])=O)[CH2:10][CH2:9]1.[CH3:17][NH:18][C:19]1[CH:24]=[CH:23][CH:22]=[CH:21][CH:20]=1.CCN(C(C)C)C(C)C.C([O-])(O)=O.[Na+]. Product: [CH3:17][N:18]([C:19]1[CH:24]=[CH:23][CH:22]=[CH:21][CH:20]=1)[C:14]([CH:11]1[CH2:10][CH2:9][C:8](=[O:7])[CH2:13][CH2:12]1)=[O:16]. The catalyst class is: 85. (3) Reactant: [CH3:1][NH:2][CH2:3][CH:4]=[CH2:5].C(N(CC)CC)C.[C:21](O[C:21]([O:23][C:24]([CH3:27])([CH3:26])[CH3:25])=[O:22])([O:23][C:24]([CH3:27])([CH3:26])[CH3:25])=[O:22]. Product: [CH2:3]([N:2]([CH3:1])[C:21](=[O:22])[O:23][C:24]([CH3:25])([CH3:26])[CH3:27])[CH:4]=[CH2:5]. The catalyst class is: 4.